This data is from Full USPTO retrosynthesis dataset with 1.9M reactions from patents (1976-2016). The task is: Predict the reactants needed to synthesize the given product. (1) Given the product [Cl:22][C:19]1[CH:20]=[CH:21][C:16]([CH:12]2[CH2:13][CH2:14][CH2:15][N:10]([C:8]([C:7]3[CH:6]=[C:5]([CH3:24])[N:4]=[N:3][CH:2]=3)=[O:9])[CH2:11]2)=[C:17]([CH3:23])[CH:18]=1, predict the reactants needed to synthesize it. The reactants are: Cl[C:2]1[N:3]=[N:4][C:5]([CH3:24])=[CH:6][C:7]=1[C:8]([N:10]1[CH2:15][CH2:14][CH2:13][CH:12]([C:16]2[CH:21]=[CH:20][C:19]([Cl:22])=[CH:18][C:17]=2[CH3:23])[CH2:11]1)=[O:9]. (2) Given the product [C:1]([C:5]1[CH:12]=[CH:11][C:8]([CH2:9][NH:23][CH2:22][CH2:21][C:18]2[CH:17]=[CH:16][C:15]([C:14]([F:13])([F:24])[F:25])=[CH:20][CH:19]=2)=[CH:7][CH:6]=1)([CH3:4])([CH3:3])[CH3:2], predict the reactants needed to synthesize it. The reactants are: [C:1]([C:5]1[CH:12]=[CH:11][C:8]([CH:9]=O)=[CH:7][CH:6]=1)([CH3:4])([CH3:3])[CH3:2].[F:13][C:14]([F:25])([F:24])[C:15]1[CH:20]=[CH:19][C:18]([CH2:21][CH2:22][NH2:23])=[CH:17][CH:16]=1.[BH4-].[Na+].Cl. (3) Given the product [CH3:36][N:35]([CH3:37])[C:33](=[O:34])[CH2:32][O:26][C:25]([C:8]1[CH:7]=[C:6]([CH:2]=[CH:42][CH:43]=1)[CH2:11][N:3]1[C:2](=[O:1])[C:6]2([CH2:7][CH2:8][N:9]([C:12]([O:14][C:15]([CH3:18])([CH3:17])[CH3:16])=[O:13])[CH2:10][CH2:11]2)[N:5]([C:19]2[CH:20]=[CH:21][CH:22]=[CH:23][CH:24]=2)[CH2:4]1)=[O:28], predict the reactants needed to synthesize it. The reactants are: [O:1]=[C:2]1[C:6]2([CH2:11][CH2:10][N:9]([C:12]([O:14][C:15]([CH3:18])([CH3:17])[CH3:16])=[O:13])[CH2:8][CH2:7]2)[N:5]([C:19]2[CH:24]=[CH:23][CH:22]=[CH:21][CH:20]=2)[CH2:4][NH:3]1.[C:25](=[O:28])([O-])[O-:26].[K+].[K+].Cl[CH2:32][C:33]([N:35]([CH3:37])[CH3:36])=[O:34].C(O[CH2:42][CH3:43])(=O)C.